Predict the reactants needed to synthesize the given product. From a dataset of Full USPTO retrosynthesis dataset with 1.9M reactions from patents (1976-2016). (1) Given the product [OH:18][C:12]1[CH:13]=[C:14]([CH3:17])[CH:15]=[CH:16][C:11]=1[O:10][C:7]1[CH:6]=[CH:5][C:4]([C:3]2[NH:19][C:20](=[O:21])[O:1][N:2]=2)=[CH:9][CH:8]=1, predict the reactants needed to synthesize it. The reactants are: [OH:1][NH:2][C:3](=[NH:19])[C:4]1[CH:9]=[CH:8][C:7]([O:10][C:11]2[CH:16]=[CH:15][C:14]([CH3:17])=[CH:13][C:12]=2[OH:18])=[CH:6][CH:5]=1.[C:20](C1NC=CN=1)(C1NC=CN=1)=[O:21]. (2) Given the product [CH3:1][O:2][C:3](=[O:15])[C:4]1[C:5](=[C:10]([O:14][CH2:23][C:24]2[CH:29]=[CH:28][CH:27]=[C:26]([O:30][CH3:31])[CH:25]=2)[CH:11]=[CH:12][CH:13]=1)[C:6]([O:8][CH3:9])=[O:7], predict the reactants needed to synthesize it. The reactants are: [CH3:1][O:2][C:3](=[O:15])[C:4]1[C:5](=[C:10]([OH:14])[CH:11]=[CH:12][CH:13]=1)[C:6]([O:8][CH3:9])=[O:7].C(=O)([O-])[O-].[K+].[K+].Br[CH2:23][C:24]1[CH:29]=[CH:28][CH:27]=[C:26]([O:30][CH3:31])[CH:25]=1. (3) Given the product [CH3:32][Si:2]([CH3:1])([CH3:33])[CH2:3][CH2:4][O:5][CH2:6][N:7]1[C:15]2[CH2:14][C:13]3([CH2:12][C:10]=2[C:9]([C:29]([OH:31])=[O:30])=[N:8]1)[CH2:38][CH2:34][O:35][CH2:36]3, predict the reactants needed to synthesize it. The reactants are: [CH3:1][Si:2]([CH3:33])([CH3:32])[CH2:3][CH2:4][O:5][CH2:6][N:7]1[C:15]2[CH2:14][CH2:13][CH:12](C3C=NN(COCC[Si](C)(C)C)C=3)C[C:10]=2[C:9]([C:29]([OH:31])=[O:30])=[N:8]1.[CH2:34]1[C:38]2(CCC(=O)C2)C[CH2:36][O:35]1. (4) Given the product [F:12][C:9]1[C:4]([C:5]([OH:7])=[O:6])=[CH:3][C:2]([CH3:14])=[N:11][CH:10]=1, predict the reactants needed to synthesize it. The reactants are: Br[C:2]1[CH:3]=[C:4]([C:9]([F:12])=[CH:10][N:11]=1)[C:5]([O:7]C)=[O:6].O1CCC[CH2:14]1.C[Al](C)C.[Cl-].[NH4+]. (5) Given the product [Cl:4][C:5]1[CH:6]=[C:7]([NH:11][C:12]2[N:17]=[C:16]([C:18]3[CH:23]=[CH:22][N:21]=[C:20]([C:24]([N:31]([CH2:32][CH3:33])[CH2:29][CH3:30])=[O:25])[CH:19]=3)[CH:15]=[CH:14][N:13]=2)[CH:8]=[CH:9][CH:10]=1, predict the reactants needed to synthesize it. The reactants are: [Br-].[Mg+2].[Br-].[Cl:4][C:5]1[CH:6]=[C:7]([NH:11][C:12]2[N:17]=[C:16]([C:18]3[CH:23]=[CH:22][N:21]=[C:20]([C:24](OCC)=[O:25])[CH:19]=3)[CH:15]=[CH:14][N:13]=2)[CH:8]=[CH:9][CH:10]=1.[CH2:29]([NH:31][CH2:32][CH3:33])[CH3:30].O.